Task: Predict the reaction yield, written as a fraction of the theoretical maximum amount of product (1.0 means a 100% yield; for example, 0.34 means a 34% yield).. Dataset: Reaction yield outcomes from USPTO patents with 853,638 reactions (1) The reactants are [F:1][C:2]1[CH:7]=[C:6]([OH:8])[CH:5]=[C:4]([F:9])[C:3]=1[C:10]1[N:15]=[C:14]([C:16]([O:18][CH3:19])=[O:17])[CH:13]=[CH:12][C:11]=1[F:20].Br[CH2:22][CH:23]1[CH2:28][CH2:27][O:26][CH2:25][CH2:24]1.C([O-])([O-])=O.[K+].[K+]. The catalyst is CN(C=O)C. The product is [F:1][C:2]1[CH:7]=[C:6]([O:8][CH2:22][CH:23]2[CH2:28][CH2:27][O:26][CH2:25][CH2:24]2)[CH:5]=[C:4]([F:9])[C:3]=1[C:10]1[N:15]=[C:14]([C:16]([O:18][CH3:19])=[O:17])[CH:13]=[CH:12][C:11]=1[F:20]. The yield is 1.00. (2) The reactants are [CH3:1][C:2]1[CH:7]=[CH:6][C:5]([S:8]([O:11][CH2:12][CH:13]2[CH2:17][C:16]3[C:18]([F:24])=[C:19]([F:23])[CH:20]=[C:21](Br)[C:15]=3[O:14]2)(=[O:10])=[O:9])=[CH:4][CH:3]=1.[CH3:25][C:26]1[CH:31]=[CH:30][CH:29]=[CH:28][C:27]=1B(O)O.C(=O)([O-])[O-].[K+].[K+].CC1C=CC(S(OCC2CC3C(F)=C(F)C=C(C4C=CC=CC=4)C=3O2)(=O)=O)=CC=1. No catalyst specified. The product is [CH3:1][C:2]1[CH:7]=[CH:6][C:5]([S:8]([O:11][CH2:12][CH:13]2[CH2:17][C:16]3[C:18]([F:24])=[C:19]([F:23])[CH:20]=[C:21]([C:27]4[CH:28]=[CH:29][CH:30]=[CH:31][C:26]=4[CH3:25])[C:15]=3[O:14]2)(=[O:10])=[O:9])=[CH:4][CH:3]=1. The yield is 0.840. (3) The yield is 0.128. The reactants are [Cl:1][C:2]1[CH:7]=[C:6]([CH2:8]Cl)[N:5]=[C:4]([C:10]([O:12][CH3:13])=[O:11])[CH:3]=1.C(O)C.[Cl:17][C:18]1[CH:19]=[CH:20][C:21]([O:27][CH2:28][C:29]2[CH:34]=[CH:33][C:32]([Cl:35])=[CH:31][C:30]=2[F:36])=[C:22](B(O)O)[CH:23]=1.C(=O)([O-])[O-].[K+].[K+]. The catalyst is C1(C)C=CC=CC=1.[Pd].C1(P(C2C=CC=CC=2)C2C=CC=CC=2)C=CC=CC=1.C1(P(C2C=CC=CC=2)C2C=CC=CC=2)C=CC=CC=1.C1(P(C2C=CC=CC=2)C2C=CC=CC=2)C=CC=CC=1.C1(P(C2C=CC=CC=2)C2C=CC=CC=2)C=CC=CC=1. The product is [Cl:1][C:2]1[CH:7]=[C:6]([CH2:8][C:20]2[CH:19]=[C:18]([Cl:17])[CH:23]=[CH:22][C:21]=2[O:27][CH2:28][C:29]2[CH:34]=[CH:33][C:32]([Cl:35])=[CH:31][C:30]=2[F:36])[N:5]=[C:4]([C:10]([O:12][CH3:13])=[O:11])[CH:3]=1. (4) The catalyst is N1C=CC=CC=1. The reactants are [NH2:1][C:2]1[CH:7]=[C:6]([Cl:8])[CH:5]=[CH:4][C:3]=1[S:9][CH2:10][C:11]1[N:12]=[C:13]([NH:16][C:17](=[O:23])[O:18][C:19]([CH3:22])([CH3:21])[CH3:20])[S:14][CH:15]=1.[O:24]1[C:28]2[CH:29]=[CH:30][CH:31]=[CH:32][C:27]=2[CH:26]=[C:25]1[S:33](Cl)(=[O:35])=[O:34]. The product is [C:19]([O:18][C:17](=[O:23])[NH:16][C:13]1[S:14][CH:15]=[C:11]([CH2:10][S:9][C:3]2[CH:4]=[CH:5][C:6]([Cl:8])=[CH:7][C:2]=2[NH:1][S:33]([C:25]2[O:24][C:28]3[CH:29]=[CH:30][CH:31]=[CH:32][C:27]=3[CH:26]=2)(=[O:34])=[O:35])[N:12]=1)([CH3:20])([CH3:22])[CH3:21]. The yield is 0.540. (5) The reactants are [Br:1][C:2]1[CH:3]=[C:4]([NH2:9])[C:5]([Cl:8])=[N:6][CH:7]=1.[CH3:10][S:11](Cl)(=[O:13])=[O:12]. The catalyst is N1C=CC=CC=1. The product is [Br:1][C:2]1[CH:3]=[C:4]([N:9]([S:11]([CH3:10])(=[O:13])=[O:12])[S:11]([CH3:10])(=[O:13])=[O:12])[C:5]([Cl:8])=[N:6][CH:7]=1. The yield is 0.300. (6) The yield is 0.420. The reactants are [CH2:1]([O:3][C:4]1[CH:5]=[C:6]([C@H:12]([N:18]2[C:26](=[O:27])[C:25]3[C:20](=[CH:21][CH:22]=[CH:23][C:24]=3[NH:28][C:29]([CH:31]3[CH2:33][CH2:32]3)=[O:30])[CH2:19]2)[CH2:13][C:14](=[O:17])[NH:15][OH:16])[CH:7]=[CH:8][C:9]=1[O:10][CH3:11])[CH3:2].[CH3:34][C:35]([CH3:40])([CH3:39])[C:36](Cl)=[O:37]. The product is [CH3:34][C:35]([CH3:40])([CH3:39])[C:36]([O:16][NH:15][C:14]([CH2:13][C@@H:12]([N:18]1[C:26](=[O:27])[C:25]2[C:20](=[CH:21][CH:22]=[CH:23][C:24]=2[NH:28][C:29]([CH:31]2[CH2:33][CH2:32]2)=[O:30])[CH2:19]1)[C:6]1[CH:7]=[CH:8][C:9]([O:10][CH3:11])=[C:4]([O:3][CH2:1][CH3:2])[CH:5]=1)=[O:17])=[O:37]. The catalyst is C(#N)C. (7) The reactants are [CH2:1]([N:8]1[CH:16]=[C:15]2[C:10]([CH:11]=[C:12]([C:17]3[CH:18]=[C:19]([CH:27]4[CH2:31][CH2:30][NH:29][CH2:28]4)[N:20]4[C:25]=3[C:24]([NH2:26])=[N:23][CH:22]=[N:21]4)[CH:13]=[CH:14]2)=[N:9]1)[C:2]1[CH:7]=[CH:6][CH:5]=[CH:4][CH:3]=1.Cl[CH2:33][C:34]([N:36]([CH3:38])[CH3:37])=[O:35]. No catalyst specified. The product is [NH2:26][C:24]1[C:25]2=[C:17]([C:12]3[CH:13]=[CH:14][C:15]4[C:10]([CH:11]=3)=[N:9][N:8]([CH2:1][C:2]3[CH:3]=[CH:4][CH:5]=[CH:6][CH:7]=3)[CH:16]=4)[CH:18]=[C:19]([CH:27]3[CH2:31][CH2:30][N:29]([CH2:33][C:34]([N:36]([CH3:38])[CH3:37])=[O:35])[CH2:28]3)[N:20]2[N:21]=[CH:22][N:23]=1. The yield is 0.460.